Task: Predict the reactants needed to synthesize the given product.. Dataset: Full USPTO retrosynthesis dataset with 1.9M reactions from patents (1976-2016) (1) The reactants are: [NH2:1][C:2]1[S:3][CH:4]=[C:5]([C:7]2[CH:12]=[CH:11][CH:10]=[CH:9][CH:8]=2)[N:6]=1.[CH2:13]([C:16]1[CH:21]=[CH:20][C:19]([S:22](Cl)(=[O:24])=[O:23])=[CH:18][CH:17]=1)[CH2:14][CH3:15]. Given the product [C:7]1([C:5]2[N:6]=[C:2]([NH:1][S:22]([C:19]3[CH:20]=[CH:21][C:16]([CH2:13][CH2:14][CH3:15])=[CH:17][CH:18]=3)(=[O:24])=[O:23])[S:3][CH:4]=2)[CH:12]=[CH:11][CH:10]=[CH:9][CH:8]=1, predict the reactants needed to synthesize it. (2) The reactants are: [CH2:1]([N:8]1[C:20](=[O:21])[C:19]2[S:18][C:17]3[N:16]=[CH:15][CH:14]=[CH:13][C:12]=3[C:11]=2[N:10]=[C:9]1[CH2:22][CH:23]([CH3:25])[CH3:24])[C:2]1[CH:7]=[CH:6][CH:5]=[CH:4][CH:3]=1.C([O-])(=O)C.[Na+].[Br:31]Br.O. Given the product [CH2:1]([N:8]1[C:20](=[O:21])[C:19]2[S:18][C:17]3[N:16]=[CH:15][CH:14]=[CH:13][C:12]=3[C:11]=2[N:10]=[C:9]1[CH:22]([Br:31])[CH:23]([CH3:25])[CH3:24])[C:2]1[CH:3]=[CH:4][CH:5]=[CH:6][CH:7]=1, predict the reactants needed to synthesize it. (3) Given the product [CH3:32][C:33]1[CH:47]=[CH:46][CH:45]=[CH:44][C:34]=1[O:35][C:36]1[CH:37]=[C:38]([CH2:39][NH:40][C:4](=[O:6])[C:3]2[CH:7]=[CH:8][CH:9]=[N:10][C:2]=2[NH2:1])[CH:41]=[CH:42][CH:43]=1, predict the reactants needed to synthesize it. The reactants are: [NH2:1][C:2]1[N:10]=[CH:9][CH:8]=[CH:7][C:3]=1[C:4]([OH:6])=O.ON1C2C=CC=CC=2N=N1.CCN=C=NCCCN(C)C.[CH3:32][C:33]1[CH:47]=[CH:46][CH:45]=[CH:44][C:34]=1[O:35][C:36]1[CH:37]=[C:38]([CH:41]=[CH:42][CH:43]=1)[CH2:39][NH2:40].C(=O)(O)[O-].[Na+].